The task is: Predict the reactants needed to synthesize the given product.. This data is from Full USPTO retrosynthesis dataset with 1.9M reactions from patents (1976-2016). (1) Given the product [F:45][C:46]([F:51])([F:50])[C:47]([OH:49])=[O:48].[C:41]([C:39]1[CH:38]=[CH:37][C:33]([C:34]([NH:1][C:2]2[C:3]([C:8]([NH:10][C:11]3[CH:16]=[CH:15][C:14]([Cl:17])=[CH:13][N:12]=3)=[O:9])=[N:4][CH:5]=[CH:6][CH:7]=2)=[O:35])=[C:32]([O:31][CH:28]2[CH2:27][CH2:26][NH:25][CH2:30][CH2:29]2)[CH:40]=1)([CH3:44])([CH3:42])[CH3:43], predict the reactants needed to synthesize it. The reactants are: [NH2:1][C:2]1[C:3]([C:8]([NH:10][C:11]2[CH:16]=[CH:15][C:14]([Cl:17])=[CH:13][N:12]=2)=[O:9])=[N:4][CH:5]=[CH:6][CH:7]=1.C(OC([N:25]1[CH2:30][CH2:29][CH:28]([O:31][C:32]2[CH:40]=[C:39]([C:41]([CH3:44])([CH3:43])[CH3:42])[CH:38]=[CH:37][C:33]=2[C:34](O)=[O:35])[CH2:27][CH2:26]1)=O)(C)(C)C.[F:45][C:46]([F:51])([F:50])[C:47]([O-:49])=[O:48]. (2) Given the product [Cl:19][CH:12]([C:7]1[CH:8]=[CH:9][CH:10]=[CH:11][C:6]=1[Cl:5])[C:13]([O:15][C@H:23]([CH3:24])[C:22](=[O:21])[N:26]1[CH2:30][CH2:29][CH2:28][CH2:27]1)=[O:14], predict the reactants needed to synthesize it. The reactants are: S(Cl)(Cl)=O.[Cl:5][C:6]1[CH:11]=[CH:10][CH:9]=[CH:8][C:7]=1[CH2:12][C:13]([OH:15])=[O:14].S(Cl)([Cl:19])(=O)=O.[O:21]=[C:22]([N:26]1[CH2:30][CH2:29][CH2:28][CH2:27]1)[C@H:23](O)[CH3:24].C(N(CC)CC)C. (3) The reactants are: [Cl:1][C:2]1[CH:22]=[CH:21][C:5]([O:6][C:7]2[CH:12]=[CH:11][C:10]([C:13]3([C:16]([F:19])([F:18])[F:17])[CH2:15][O:14]3)=[C:9]([CH3:20])[CH:8]=2)=[CH:4][CH:3]=1.N1C=[CH:26][N:25]=[N:24]1.C1CCN2[C:31](=[N:32]CCC2)CC1.O. Given the product [Cl:1][C:2]1[CH:22]=[CH:21][C:5]([O:6][C:7]2[CH:12]=[CH:11][C:10]([C:13]([OH:14])([CH2:15][N:25]3[CH:26]=[N:32][CH:31]=[N:24]3)[C:16]([F:19])([F:18])[F:17])=[C:9]([CH3:20])[CH:8]=2)=[CH:4][CH:3]=1, predict the reactants needed to synthesize it. (4) Given the product [CH:23](=[CH:4][C:3]([O:10][CH3:11])([O:2][CH3:1])[C:25]([OH:26])=[O:12])[C:13]1[CH:18]=[CH:17][CH:16]=[CH:15][CH:14]=1, predict the reactants needed to synthesize it. The reactants are: [CH3:1][O:2][CH:3]([O:10][CH3:11])[C:4]1C=CC=CC=1.[OH2:12].[C:13]1([CH3:23])[CH:18]=[CH:17][C:16](S(O)(=O)=O)=[CH:15][CH:14]=1.C[C:25](C)=[O:26]. (5) Given the product [OH:37][C@H:36]1[CH2:35][CH2:34][N:33]([CH2:2][CH2:3][N:4]2[CH2:9][CH2:8][CH:7]([NH:10][C:11]([C:13]3[NH:14][C:15]4[C:20]([CH:21]=3)=[C:19]([C:22]3[CH:23]=[N:24][C:25]([O:28][CH3:29])=[CH:26][CH:27]=3)[CH:18]=[CH:17][CH:16]=4)=[O:12])[CH2:6][CH2:5]2)[CH2:32][C@@H:31]1[CH3:30], predict the reactants needed to synthesize it. The reactants are: O[CH2:2][CH2:3][N:4]1[CH2:9][CH2:8][CH:7]([NH:10][C:11]([C:13]2[NH:14][C:15]3[C:20]([CH:21]=2)=[C:19]([C:22]2[CH:23]=[N:24][C:25]([O:28][CH3:29])=[CH:26][CH:27]=2)[CH:18]=[CH:17][CH:16]=3)=[O:12])[CH2:6][CH2:5]1.[CH3:30][C@@H:31]1[C@@H:36]([O:37]C(=O)C(C)(C)C)[CH2:35][CH2:34][NH:33][CH2:32]1. (6) Given the product [CH3:29][C:24]1[S:25][CH:26]=[C:27]([CH3:28])[C:23]=1[C:13]1[N:9]([C:3]2[CH:4]=[CH:5][C:6]([OH:8])=[CH:7][C:2]=2[F:1])[N:10]=[C:11]([CH3:17])[C:12]=1[C:15]#[N:16], predict the reactants needed to synthesize it. The reactants are: [F:1][C:2]1[CH:7]=[C:6]([OH:8])[CH:5]=[CH:4][C:3]=1[N:9]1[C:13](I)=[C:12]([C:15]#[N:16])[C:11]([CH3:17])=[N:10]1.C([Sn](CCCC)(CCCC)[C:23]1[C:27]([CH3:28])=[CH:26][S:25][C:24]=1[CH3:29])CCC. (7) Given the product [CH2:13]([N:20]1[C:5](=[O:6])[CH2:4][C:8](=[O:9])[NH:23][C:21]1=[O:22])[C:14]1[CH:19]=[CH:18][CH:17]=[CH:16][CH:15]=1, predict the reactants needed to synthesize it. The reactants are: [Na].C([C:4](CC)([C:8]([O-])=[O:9])[C:5]([O-])=[O:6])C.[CH2:13]([NH:20][C:21]([NH2:23])=[O:22])[C:14]1[CH:19]=[CH:18][CH:17]=[CH:16][CH:15]=1.Cl.